This data is from NCI-60 drug combinations with 297,098 pairs across 59 cell lines. The task is: Regression. Given two drug SMILES strings and cell line genomic features, predict the synergy score measuring deviation from expected non-interaction effect. Drug 1: C1=CC(=CC=C1CC(C(=O)O)N)N(CCCl)CCCl.Cl. Drug 2: CCN(CC)CCCC(C)NC1=C2C=C(C=CC2=NC3=C1C=CC(=C3)Cl)OC. Cell line: PC-3. Synergy scores: CSS=33.0, Synergy_ZIP=-2.73, Synergy_Bliss=2.96, Synergy_Loewe=3.92, Synergy_HSA=4.13.